Task: Regression. Given a peptide amino acid sequence and an MHC pseudo amino acid sequence, predict their binding affinity value. This is MHC class II binding data.. Dataset: Peptide-MHC class II binding affinity with 134,281 pairs from IEDB (1) The binding affinity (normalized) is 0.608. The peptide sequence is LKLATGMRNVPEKQT. The MHC is DRB1_0405 with pseudo-sequence DRB1_0405. (2) The peptide sequence is EIGWEAGTAAPDEIP. The MHC is DRB1_1201 with pseudo-sequence DRB1_1201. The binding affinity (normalized) is 0. (3) The peptide sequence is EKKYFAATQPEPLAA. The MHC is HLA-DPA10201-DPB10101 with pseudo-sequence HLA-DPA10201-DPB10101. The binding affinity (normalized) is 0.880. (4) The peptide sequence is FLRDPRICCEPKKTT. The MHC is DRB1_0101 with pseudo-sequence DRB1_0101. The binding affinity (normalized) is 0.332. (5) The peptide sequence is NIWADDLAASLSTLE. The MHC is DRB3_0101 with pseudo-sequence DRB3_0101. The binding affinity (normalized) is 0.613. (6) The peptide sequence is FKLLQNSQVYSLIRP. The MHC is DRB1_1302 with pseudo-sequence DRB1_1302. The binding affinity (normalized) is 0.208. (7) The MHC is HLA-DQA10101-DQB10501 with pseudo-sequence HLA-DQA10101-DQB10501. The peptide sequence is EKKYFAHTQFEPLAA. The binding affinity (normalized) is 0.530.